Regression. Given two drug SMILES strings and cell line genomic features, predict the synergy score measuring deviation from expected non-interaction effect. From a dataset of NCI-60 drug combinations with 297,098 pairs across 59 cell lines. (1) Drug 1: COC1=C(C=C2C(=C1)N=CN=C2NC3=CC(=C(C=C3)F)Cl)OCCCN4CCOCC4. Drug 2: CC(CN1CC(=O)NC(=O)C1)N2CC(=O)NC(=O)C2. Cell line: NCI/ADR-RES. Synergy scores: CSS=34.4, Synergy_ZIP=5.57, Synergy_Bliss=9.20, Synergy_Loewe=-10.2, Synergy_HSA=10.2. (2) Drug 1: CN1CCC(CC1)COC2=C(C=C3C(=C2)N=CN=C3NC4=C(C=C(C=C4)Br)F)OC. Drug 2: COCCOC1=C(C=C2C(=C1)C(=NC=N2)NC3=CC=CC(=C3)C#C)OCCOC.Cl. Synergy scores: CSS=-3.24, Synergy_ZIP=2.84, Synergy_Bliss=3.35, Synergy_Loewe=0.659, Synergy_HSA=0.139. Cell line: KM12. (3) Drug 1: C1=CC(=CC=C1CC(C(=O)O)N)N(CCCl)CCCl.Cl. Drug 2: C1C(C(OC1N2C=NC3=C(N=C(N=C32)Cl)N)CO)O. Cell line: CAKI-1. Synergy scores: CSS=17.1, Synergy_ZIP=-11.0, Synergy_Bliss=-7.73, Synergy_Loewe=-6.75, Synergy_HSA=-5.83. (4) Drug 2: C1CCC(C(C1)N)N.C(=O)(C(=O)[O-])[O-].[Pt+4]. Synergy scores: CSS=15.6, Synergy_ZIP=-13.8, Synergy_Bliss=-20.0, Synergy_Loewe=-10.8, Synergy_HSA=-10.2. Drug 1: CN(C(=O)NC(C=O)C(C(C(CO)O)O)O)N=O. Cell line: A498. (5) Drug 1: C1=NC2=C(N=C(N=C2N1C3C(C(C(O3)CO)O)F)Cl)N. Drug 2: CCC1(C2=C(COC1=O)C(=O)N3CC4=CC5=C(C=CC(=C5CN(C)C)O)N=C4C3=C2)O.Cl. Cell line: KM12. Synergy scores: CSS=50.1, Synergy_ZIP=-6.70, Synergy_Bliss=-1.37, Synergy_Loewe=-0.451, Synergy_HSA=4.25. (6) Drug 1: C1=CC(=CC=C1C#N)C(C2=CC=C(C=C2)C#N)N3C=NC=N3. Drug 2: C1CN1C2=NC(=NC(=N2)N3CC3)N4CC4. Cell line: SR. Synergy scores: CSS=61.3, Synergy_ZIP=2.64, Synergy_Bliss=1.13, Synergy_Loewe=-15.4, Synergy_HSA=-2.69. (7) Drug 1: CCCCCOC(=O)NC1=NC(=O)N(C=C1F)C2C(C(C(O2)C)O)O. Drug 2: C1CCC(C(C1)N)N.C(=O)(C(=O)[O-])[O-].[Pt+4]. Cell line: OVCAR-4. Synergy scores: CSS=6.70, Synergy_ZIP=-2.00, Synergy_Bliss=0.153, Synergy_Loewe=-4.13, Synergy_HSA=-0.594.